Dataset: Full USPTO retrosynthesis dataset with 1.9M reactions from patents (1976-2016). Task: Predict the reactants needed to synthesize the given product. (1) Given the product [C:27]([C:31]1[N:32]=[C:33]([N:40]2[CH2:44][CH2:43][C@H:42]([OH:45])[CH2:41]2)[C:34]2[C:35](=[N:37][N:38]([CH2:1][C:5]3[N:12]([CH3:14])[N:11]=[CH:9][N:10]=3)[N:39]=2)[N:36]=1)([CH3:28])([CH3:29])[CH3:30], predict the reactants needed to synthesize it. The reactants are: [C:1]([C:5]1N=C(N2CC[C@H](O)C2)C2[C:9](=[N:11][N:12]([CH2:14]C3C(C)=NON=3)N=2)[N:10]=1)(C)(C)C.[C:27]([C:31]1[N:32]=[C:33]([N:40]2[CH2:44][CH2:43][C@H:42]([O:45]C(=O)C(F)(F)F)[CH2:41]2)[C:34]2[N:39]=[N:38][NH:37][C:35]=2[N:36]=1)([CH3:30])([CH3:29])[CH3:28].Cl.ClCC1N(C)N=CN=1. (2) Given the product [O:28]=[C:27]1[NH:25][C:6]([C:8]2[CH:9]=[C:12]([CH:13]=[CH:14][CH:15]=2)[C:17]#[N:18])([CH2:5][O:4][CH2:1][CH:2]=[CH2:3])[C:20](=[O:23])[NH:24]1, predict the reactants needed to synthesize it. The reactants are: [CH2:1]([O:4][CH2:5][C:6]([C:8]1[CH:15]=[CH:14][CH:13]=[CH:12][C:9]=1C#N)=O)[CH:2]=[CH2:3].O.[C-:17]#[N:18].[K+].[C:20](=[O:23])([O-])[O-].[NH4+:24].[NH4+:25].C[CH2:27][OH:28].